Dataset: Peptide-MHC class I binding affinity with 185,985 pairs from IEDB/IMGT. Task: Regression. Given a peptide amino acid sequence and an MHC pseudo amino acid sequence, predict their binding affinity value. This is MHC class I binding data. The peptide sequence is MQIDGGEGV. The MHC is HLA-B57:01 with pseudo-sequence HLA-B57:01. The binding affinity (normalized) is 0.0847.